From a dataset of Full USPTO retrosynthesis dataset with 1.9M reactions from patents (1976-2016). Predict the reactants needed to synthesize the given product. (1) Given the product [Cl:8][C:9]1[CH:10]=[C:11]([C:16]2[N:20]([C:21]3[CH:22]=[CH:23][C:24]([O:27][CH3:28])=[CH:25][CH:26]=3)[N:19]=[C:18]([CH2:29][O:30][S:32]([CH3:31])(=[O:34])=[O:33])[CH:17]=2)[CH:12]=[CH:13][C:14]=1[Cl:15], predict the reactants needed to synthesize it. The reactants are: C(N(CC)CC)C.[Cl:8][C:9]1[CH:10]=[C:11]([C:16]2[N:20]([C:21]3[CH:26]=[CH:25][C:24]([O:27][CH3:28])=[CH:23][CH:22]=3)[N:19]=[C:18]([CH2:29][OH:30])[CH:17]=2)[CH:12]=[CH:13][C:14]=1[Cl:15].[CH3:31][S:32](Cl)(=[O:34])=[O:33]. (2) Given the product [Br:1][C:2]1[CH:3]=[N:4][C:5]([NH:14][CH3:13])=[C:6]([CH:11]=1)[C:7]([O:9][CH3:10])=[O:8], predict the reactants needed to synthesize it. The reactants are: [Br:1][C:2]1[CH:3]=[N:4][C:5](Cl)=[C:6]([CH:11]=1)[C:7]([O:9][CH3:10])=[O:8].[CH3:13][NH2:14].C1COCC1. (3) Given the product [Si:1]([O:8][CH:9]1[C:14]2=[N:15][C:16]([CH3:23])=[C:17]([CH2:20][CH2:21][N:34]3[CH2:35][CH2:36][CH:37]([C:40]4[C:44]5[CH:45]=[CH:46][C:47]([OH:49])=[CH:48][C:43]=5[O:42][N:41]=4)[CH2:38][CH2:39]3)[C:18](=[O:19])[N:13]2[CH2:12][CH2:11][CH2:10]1)([C:4]([CH3:7])([CH3:6])[CH3:5])([CH3:3])[CH3:2], predict the reactants needed to synthesize it. The reactants are: [Si:1]([O:8][CH:9]1[C:14]2=[N:15][C:16]([CH3:23])=[C:17]([CH2:20][CH2:21]Cl)[C:18](=[O:19])[N:13]2[CH2:12][CH2:11][CH2:10]1)([C:4]([CH3:7])([CH3:6])[CH3:5])([CH3:3])[CH3:2].C(N(C(C)C)CC)(C)C.Cl.[NH:34]1[CH2:39][CH2:38][CH:37]([C:40]2[C:44]3[CH:45]=[CH:46][C:47]([OH:49])=[CH:48][C:43]=3[O:42][N:41]=2)[CH2:36][CH2:35]1. (4) Given the product [C:31]([N:35]([OH:36])[C:23](=[O:24])[C@H:7]([CH2:8][C:9]1[CH:10]=[CH:11][C:12]([C:15]2[CH:20]=[CH:19][CH:18]=[CH:17][C:16]=2[O:21][CH3:22])=[CH:13][CH:14]=1)[NH:6][C:4](=[O:5])[C:3]1[C:2]([Cl:1])=[CH:29][CH:28]=[CH:27][C:26]=1[Cl:30])([CH3:34])([CH3:33])[CH3:32], predict the reactants needed to synthesize it. The reactants are: [Cl:1][C:2]1[CH:29]=[CH:28][CH:27]=[C:26]([Cl:30])[C:3]=1[C:4]([NH:6][C@H:7]([C:23](O)=[O:24])[CH2:8][C:9]1[CH:14]=[CH:13][C:12]([C:15]2[CH:20]=[CH:19][CH:18]=[CH:17][C:16]=2[O:21][CH3:22])=[CH:11][CH:10]=1)=[O:5].[C:31]([NH:35][OH:36])([CH3:34])([CH3:33])[CH3:32].CN([P+](ON1N=NC2C=CC=CC1=2)(N(C)C)N(C)C)C.F[P-](F)(F)(F)(F)F.CCN(C(C)C)C(C)C. (5) Given the product [CH3:1][C:2]1[N:3]=[CH:4][C:5](/[CH:6]=[CH:11]/[C:12]([OH:14])=[O:13])=[CH:8][CH:9]=1, predict the reactants needed to synthesize it. The reactants are: [CH3:1][C:2]1[CH:9]=[CH:8][C:5]([CH:6]=O)=[CH:4][N:3]=1.C(O)(=O)[CH2:11][C:12]([OH:14])=[O:13].N1CCCCC1. (6) The reactants are: Br[CH2:2][C@@:3]([OH:17])([CH3:16])[C:4]([NH:6][C:7]1[CH:12]=[CH:11][C:10]([C:13]#[N:14])=[C:9]([CH3:15])[CH:8]=1)=[O:5].[OH-].[Na+]. Given the product [C:13]([C:10]1[CH:11]=[CH:12][C:7]([NH:6][C:4]([C@@:3]2([CH3:16])[CH2:2][O:17]2)=[O:5])=[CH:8][C:9]=1[CH3:15])#[N:14], predict the reactants needed to synthesize it. (7) Given the product [CH3:13][C:14]([S:17](/[N:19]=[CH:7]/[C:6]1[CH:5]=[N:4][C:3]([C:2]([F:12])([F:11])[F:1])=[CH:10][CH:9]=1)=[O:18])([CH3:16])[CH3:15], predict the reactants needed to synthesize it. The reactants are: [F:1][C:2]([F:12])([F:11])[C:3]1[CH:10]=[CH:9][C:6]([CH:7]=O)=[CH:5][N:4]=1.[CH3:13][C:14]([S@@:17]([NH2:19])=[O:18])([CH3:16])[CH3:15].